Dataset: Forward reaction prediction with 1.9M reactions from USPTO patents (1976-2016). Task: Predict the product of the given reaction. (1) Given the reactants [CH:1]([C:3]1[CH:12]=[C:11]2[C:6]([N:7]([CH3:35])[CH2:8][CH2:9][N:10]2[C:13]2[C:17]3[CH2:18][N:19]([C:22]([O:24][C:25]([CH3:28])([CH3:27])[CH3:26])=[O:23])[CH2:20][CH2:21][C:16]=3[N:15]([CH:29]3[CH2:34][CH2:33][O:32][CH2:31][CH2:30]3)[N:14]=2)=[CH:5][C:4]=1[C:36]1[CH:37]=[N:38][N:39]([CH3:41])[CH:40]=1)=O.C([O-])(=O)C.[Na+].Cl.[NH2:48][OH:49].C(Cl)Cl, predict the reaction product. The product is: [OH:49]/[N:48]=[CH:1]/[C:3]1[CH:12]=[C:11]2[C:6]([N:7]([CH3:35])[CH2:8][CH2:9][N:10]2[C:13]2[C:17]3[CH2:18][N:19]([C:22]([O:24][C:25]([CH3:26])([CH3:28])[CH3:27])=[O:23])[CH2:20][CH2:21][C:16]=3[N:15]([CH:29]3[CH2:30][CH2:31][O:32][CH2:33][CH2:34]3)[N:14]=2)=[CH:5][C:4]=1[C:36]1[CH:37]=[N:38][N:39]([CH3:41])[CH:40]=1. (2) Given the reactants [F:1][C:2]([F:31])([F:30])[C:3]1[CH:29]=[CH:28][CH:27]=[CH:26][C:4]=1[O:5][CH2:6][C:7]1[CH:12]=[CH:11][C:10]([CH2:13][O:14][C:15]2[CH:20]=[CH:19][CH:18]=[CH:17][C:16]=2[C:21]([F:24])([F:23])[F:22])=[CH:9][C:8]=1I.[C:32]([O:36][C:37]([N:39]1[CH2:44][CH:43]=[C:42](B2OC(C)(C)C(C)(C)O2)[CH2:41][CH2:40]1)=[O:38])([CH3:35])([CH3:34])[CH3:33].P([O-])([O-])([O-])=O.[K+].[K+].[K+], predict the reaction product. The product is: [C:32]([O:36][C:37]([N:39]1[CH2:40][CH:41]=[C:42]([C:8]2[CH:9]=[C:10]([CH2:13][O:14][C:15]3[CH:20]=[CH:19][CH:18]=[CH:17][C:16]=3[C:21]([F:24])([F:23])[F:22])[CH:11]=[CH:12][C:7]=2[CH2:6][O:5][C:4]2[CH:26]=[CH:27][CH:28]=[CH:29][C:3]=2[C:2]([F:31])([F:30])[F:1])[CH2:43][CH2:44]1)=[O:38])([CH3:35])([CH3:33])[CH3:34]. (3) Given the reactants [OH:1][C@H:2]1[C:11](=[O:12])[C:10]2[CH2:9][CH2:8][C:7]3[NH:13][C:14]([CH3:16])=[N:15][C:6]=3[C:5]=2[NH:4][C@@H:3]1[C:17]1[CH:22]=[CH:21][CH:20]=[CH:19][CH:18]=1, predict the reaction product. The product is: [OH:1][C@H:2]1[C:11](=[O:12])[C:10]2[CH:9]=[CH:8][C:7]3[NH:13][C:14]([CH3:16])=[N:15][C:6]=3[C:5]=2[NH:4][C@@H:3]1[C:17]1[CH:18]=[CH:19][CH:20]=[CH:21][CH:22]=1. (4) Given the reactants [Cl:1][C:2]1[CH:3]=[C:4]([CH:26]=[CH:27][CH:28]=1)[CH2:5][N:6]1[CH2:11][CH2:10][CH2:9][C@@H:8]([NH:12][C:13]2[N:14]=[CH:15][C:16](/[CH:19]=[CH:20]/[C:21]([O:23]CC)=[O:22])=[N:17][CH:18]=2)[CH2:7]1.[OH-].[Na+].Cl, predict the reaction product. The product is: [Cl:1][C:2]1[CH:3]=[C:4]([CH:26]=[CH:27][CH:28]=1)[CH2:5][N:6]1[CH2:11][CH2:10][CH2:9][C@@H:8]([NH:12][C:13]2[N:14]=[CH:15][C:16](/[CH:19]=[CH:20]/[C:21]([OH:23])=[O:22])=[N:17][CH:18]=2)[CH2:7]1.